This data is from Peptide-MHC class II binding affinity with 134,281 pairs from IEDB. The task is: Regression. Given a peptide amino acid sequence and an MHC pseudo amino acid sequence, predict their binding affinity value. This is MHC class II binding data. The MHC is HLA-DQA10501-DQB10301 with pseudo-sequence HLA-DQA10501-DQB10301. The peptide sequence is ASEAPPTSHRRASRQ. The binding affinity (normalized) is 0.789.